This data is from Forward reaction prediction with 1.9M reactions from USPTO patents (1976-2016). The task is: Predict the product of the given reaction. (1) Given the reactants [Br:1][C:2]1[CH:7]=[CH:6][CH:5]=[CH:4][C:3]=1[N:8]1[CH2:13][CH2:12][NH:11][CH2:10][CH2:9]1.C(O)(=O)C.[CH:18]1([CH:21]=O)[CH2:20][CH2:19]1.C(O[BH-](OC(=O)C)OC(=O)C)(=O)C.[Na+].C(=O)([O-])[O-].[K+].[K+], predict the reaction product. The product is: [Br:1][C:2]1[CH:7]=[CH:6][CH:5]=[CH:4][C:3]=1[N:8]1[CH2:13][CH2:12][N:11]([CH2:21][CH:18]2[CH2:20][CH2:19]2)[CH2:10][CH2:9]1. (2) Given the reactants C[CH:2]([C@H:6]1[CH2:11][CH2:10][NH:9][C@@H:8]([C:12]2[CH:17]=[CH:16][C:15]([C:18]([F:21])([F:20])[F:19])=[CH:14][CH:13]=2)[CH2:7]1)[C:3]([O-:5])=[O:4].[CH:22](=O)[C:23]1[CH:28]=[CH:27][CH:26]=[CH:25][CH:24]=1, predict the reaction product. The product is: [CH3:11][C:6](=[CH2:7])[C:2]#[C:3][C@H:22]([N:9]1[CH2:10][CH2:11][C@H:6]([CH2:2][C:3]([OH:5])=[O:4])[CH2:7][C@@H:8]1[C:12]1[CH:17]=[CH:16][C:15]([C:18]([F:20])([F:19])[F:21])=[CH:14][CH:13]=1)[C:23]1[CH:28]=[CH:27][CH:26]=[CH:25][CH:24]=1. (3) Given the reactants N1(CCN2[CH2:15][CH2:14][CH:13]([NH:16][C:17]([C:19]3[NH:20][C:21]4[C:26]([CH:27]=3)=[C:25]([O:28][CH2:29][CH:30]([CH3:32])[CH3:31])[CH:24]=[CH:23][CH:22]=4)=[O:18])[CH2:12][CH2:11]2)CCCCCC1.NC1C=C[C:37]([CH2:38][N:39]([CH3:46])[CH:40]2[CH2:45][CH2:44][O:43][CH2:42][CH2:41]2)=CC=1, predict the reaction product. The product is: [CH3:46][N:39]([CH2:38][C:37]1[CH:11]=[CH:12][C:13]([NH:16][C:17]([C:19]2[NH:20][C:21]3[C:26]([CH:27]=2)=[C:25]([O:28][CH2:29][CH:30]([CH3:31])[CH3:32])[CH:24]=[CH:23][CH:22]=3)=[O:18])=[CH:14][CH:15]=1)[CH:40]1[CH2:45][CH2:44][O:43][CH2:42][CH2:41]1. (4) The product is: [N+:15](=[CH:17][C:12](=[O:13])[CH2:11][CH2:10][C:5]1[CH:6]=[CH:7][CH:8]=[CH:9][C:4]=1[CH:1]([CH3:3])[CH3:2])=[N-:16]. Given the reactants [CH:1]([C:4]1[CH:9]=[CH:8][CH:7]=[CH:6][C:5]=1[CH2:10][CH2:11][C:12](Cl)=[O:13])([CH3:3])[CH3:2].[N+:15](=[CH2:17])=[N-:16], predict the reaction product. (5) Given the reactants S([CH:11]1[CH2:45][CH2:44][C@@:43]2([CH3:46])[C:13](=[CH:14][CH2:15][C@@H:16]3[C@@H:42]2[CH2:41][CH2:40][C@@:39]2([CH3:47])[C@H:17]3[CH2:18][C@H:19]([OH:48])[C@@H:20]2[C@H:21]([CH3:38])[CH2:22][CH2:23][CH2:24][C@@H:25]([CH3:37])[CH2:26]S(C2C=CC(C)=CC=2)(=O)=O)[CH2:12]1)(C1C=CC(C)=CC=1)(=O)=O.C([BH-](CC)CC)C.[Li+].O, predict the reaction product. The product is: [OH:48][C@H:19]1[CH2:18][C@@H:17]2[C@:39]([CH3:47])([CH2:40][CH2:41][C@H:42]3[C@H:16]2[CH2:15][CH:14]=[C:13]2[C@:43]3([CH3:46])[CH2:44][CH2:45][CH2:11][CH2:12]2)[C@H:20]1[C@H:21]([CH3:38])[CH2:22][CH2:23][CH2:24][CH:25]([CH3:37])[CH3:26]. (6) Given the reactants [Cl:1][C:2]1[C:3]([C:10]2[CH:15]=[CH:14][C:13]([C:16]([F:19])([F:18])[F:17])=[C:12]([F:20])[CH:11]=2)=[N:4][O:5][C:6]=1[C:7](Cl)=[O:8].[O:21]1[CH2:26][CH2:25][CH:24]([NH2:27])[CH2:23][CH2:22]1.C(N(C(C)C)CC)(C)C, predict the reaction product. The product is: [Cl:1][C:2]1[C:3]([C:10]2[CH:15]=[CH:14][C:13]([C:16]([F:19])([F:18])[F:17])=[C:12]([F:20])[CH:11]=2)=[N:4][O:5][C:6]=1[C:7]([NH:27][CH:24]1[CH2:25][CH2:26][O:21][CH2:22][CH2:23]1)=[O:8]. (7) Given the reactants [OH:1][C:2]([C:5]1[CH:6]=[C:7]([CH:12]=[CH:13][N:14]=1)[C:8]([O:10]C)=[O:9])([CH3:4])[CH3:3].[OH-].[Li+].Cl, predict the reaction product. The product is: [OH:1][C:2]([C:5]1[CH:6]=[C:7]([CH:12]=[CH:13][N:14]=1)[C:8]([OH:10])=[O:9])([CH3:3])[CH3:4]. (8) Given the reactants [C:1]1(=[O:10])[C:9]2[C:4](=[CH:5][CH:6]=[CH:7][CH:8]=2)[CH2:3][CH2:2]1.[C:11]([OH:15])(=[O:14])[CH:12]=O, predict the reaction product. The product is: [O:10]=[C:1]1[C:9]2[C:4](=[CH:5][CH:6]=[CH:7][CH:8]=2)[CH2:3]/[C:2]/1=[CH:12]\[C:11]([OH:15])=[O:14].